From a dataset of NCI-60 drug combinations with 297,098 pairs across 59 cell lines. Regression. Given two drug SMILES strings and cell line genomic features, predict the synergy score measuring deviation from expected non-interaction effect. (1) Drug 2: CC1CCCC2(C(O2)CC(NC(=O)CC(C(C(=O)C(C1O)C)(C)C)O)C(=CC3=CSC(=N3)C)C)C. Drug 1: CC(C)(C#N)C1=CC(=CC(=C1)CN2C=NC=N2)C(C)(C)C#N. Synergy scores: CSS=55.3, Synergy_ZIP=7.15, Synergy_Bliss=6.83, Synergy_Loewe=-10.1, Synergy_HSA=6.09. Cell line: M14. (2) Drug 2: CS(=O)(=O)CCNCC1=CC=C(O1)C2=CC3=C(C=C2)N=CN=C3NC4=CC(=C(C=C4)OCC5=CC(=CC=C5)F)Cl. Synergy scores: CSS=-1.36, Synergy_ZIP=0.199, Synergy_Bliss=-2.24, Synergy_Loewe=-4.07, Synergy_HSA=-4.72. Drug 1: CC1=C(C=C(C=C1)NC(=O)C2=CC=C(C=C2)CN3CCN(CC3)C)NC4=NC=CC(=N4)C5=CN=CC=C5. Cell line: UACC-257.